Predict the product of the given reaction. From a dataset of Forward reaction prediction with 1.9M reactions from USPTO patents (1976-2016). The product is: [Si:1]([O:8][C@@H:9]1[C@@:37]2([CH3:38])[C:13](=[CH:14][CH:15]=[C:16]3[C@@H:36]2[CH2:35][CH2:34][C@@:33]2([CH3:39])[C@H:17]3[CH2:18][CH:19]=[C:20]2[C@@H:21]([S:23][CH2:24]/[CH:43]=[CH:44]\[C:45]([CH2:56][CH3:57])([O:48][Si:49]([CH2:52][CH3:53])([CH2:54][CH3:55])[CH2:50][CH3:51])[CH2:46][CH3:47])[CH3:22])[CH2:12][C@@H:11]([OH:40])[CH2:10]1)([C:4]([CH3:5])([CH3:6])[CH3:7])([CH3:2])[CH3:3]. Given the reactants [Si:1]([O:8][C@@H:9]1[C@@:37]2([CH3:38])[C:13](=[CH:14][CH:15]=[C:16]3[C@@H:36]2[CH2:35][CH2:34][C@@:33]2([CH3:39])[C@H:17]3[CH2:18][CH:19]=[C:20]2[C@@H:21]([S:23][C:24](OC2C=CC=CC=2)=O)[CH3:22])[CH2:12][C@@H:11]([OH:40])[CH2:10]1)([C:4]([CH3:7])([CH3:6])[CH3:5])([CH3:3])[CH3:2].BrC/[CH:43]=[CH:44]\[C:45]([CH2:56][CH3:57])([O:48][Si:49]([CH2:54][CH3:55])([CH2:52][CH3:53])[CH2:50][CH3:51])[CH2:46][CH3:47].O1CCCC1.[OH-].[K+], predict the reaction product.